Dataset: Catalyst prediction with 721,799 reactions and 888 catalyst types from USPTO. Task: Predict which catalyst facilitates the given reaction. (1) Reactant: C[N:2]1[CH2:15][CH2:14][C@@:13]23[C:16]4[C:22]5[CH2:23][C@@H:3]1[C@@H:4]2[CH2:5][CH2:6][C:7]1([C@@H:12]3[O:18][C:17]=4[C:19]([C:24]#[N:25])=[CH:20][CH:21]=5)[O:11][CH2:10][CH2:9][O:8]1.N(C(OC(C)C)=O)=NC(OC(C)C)=O.CC1(C)CC(=O)CC(=O)C1.CO.Cl. Product: [O:8]1[CH2:9][CH2:10][O:11][C:7]21[CH2:6][CH2:5][C@@H:4]1[C@@:13]34[C:16]5[C:22](=[CH:21][CH:20]=[C:19]([C:24]#[N:25])[C:17]=5[O:18][C@@H:12]23)[CH2:23][C@H:3]1[NH:2][CH2:15][CH2:14]4. The catalyst class is: 9. (2) Reactant: [Cl:1][C:2]1[N:10]=[C:9]([NH2:11])[N:8]=[C:7]2[C:3]=1[N:4]=[CH:5][N:6]2[CH:12]1[CH2:16][CH:15]([O:17][Si](C(C)(C)C)(C)C)[CH:14]([CH2:25][O:26][Si](C(C)(C)C)(C)C)[C:13]1=[CH2:34].[F-].C([N+](CCCC)(CCCC)CCCC)CCC.C(Cl)Cl. Product: [Cl:1][C:2]1[N:10]=[C:9]([NH2:11])[N:8]=[C:7]2[C:3]=1[N:4]=[CH:5][N:6]2[CH:12]1[CH2:16][CH:15]([OH:17])[CH:14]([CH2:25][OH:26])[C:13]1=[CH2:34]. The catalyst class is: 1. (3) Reactant: [C:1]([N:4]1[C:13]2[C:8](=[CH:9][C:10]([C:14]3[CH:15]=[CH:16][C:17]([C:20]([O:22]C)=[O:21])=[N:18][CH:19]=3)=[CH:11][CH:12]=2)[C@H:7]([NH2:24])[CH2:6][C@@H:5]1[CH3:25])(=[O:3])[CH3:2].O.[OH-].[Li+]. Product: [C:1]([N:4]1[C:13]2[C:8](=[CH:9][C:10]([C:14]3[CH:15]=[CH:16][C:17]([C:20]([OH:22])=[O:21])=[N:18][CH:19]=3)=[CH:11][CH:12]=2)[C@H:7]([NH2:24])[CH2:6][C@@H:5]1[CH3:25])(=[O:3])[CH3:2]. The catalyst class is: 24. (4) Reactant: [C:1]([O:5][C:6](=[O:16])[NH:7][CH2:8][C:9]([NH:11][NH:12][C:13](=O)[CH3:14])=O)([CH3:4])([CH3:3])[CH3:2].COC1C=CC(P2(SP(C3C=CC(OC)=CC=3)(=S)S2)=[S:26])=CC=1. Product: [C:1]([O:5][C:6](=[O:16])[NH:7][CH2:8][C:9]1[S:26][C:13]([CH3:14])=[N:12][N:11]=1)([CH3:4])([CH3:3])[CH3:2]. The catalyst class is: 1. (5) Reactant: [O:1]=[C:2]1[N:6]([C:7]2[CH:8]=[CH:9][C:10]3[C:16](=O)[CH:15]([C:18](=O)[CH2:19][CH3:20])[CH2:14][CH2:13][CH2:12][C:11]=3[CH:22]=2)[CH2:5][C@H:4]([CH2:23][NH:24][C:25](=[O:27])[CH3:26])[O:3]1.Cl.[NH2:29][NH2:30].C(=O)(O)[O-].[Na+]. Product: [CH2:19]([C:18]1[C:15]2[CH2:14][CH2:13][CH2:12][C:11]3[CH:22]=[C:7]([N:6]4[CH2:5][C@H:4]([CH2:23][NH:24][C:25](=[O:27])[CH3:26])[O:3][C:2]4=[O:1])[CH:8]=[CH:9][C:10]=3[C:16]=2[NH:30][N:29]=1)[CH3:20]. The catalyst class is: 8.